Dataset: Full USPTO retrosynthesis dataset with 1.9M reactions from patents (1976-2016). Task: Predict the reactants needed to synthesize the given product. (1) Given the product [Cl:1][C:2]1[S:6][C:5]([S:7]([NH:11][CH:12]([CH2:15][OH:16])[CH2:13][OH:14])(=[O:9])=[O:8])=[CH:4][CH:3]=1, predict the reactants needed to synthesize it. The reactants are: [Cl:1][C:2]1[S:6][C:5]([S:7](Cl)(=[O:9])=[O:8])=[CH:4][CH:3]=1.[NH2:11][CH:12]([CH2:15][OH:16])[CH2:13][OH:14]. (2) Given the product [N+:1]([C:4]1[CH:5]=[CH:6][C:7]([CH:8]([P:12](=[O:19])([O:16][CH2:17][CH3:18])[O:13][CH2:14][CH3:15])[OH:9])=[CH:10][CH:11]=1)([O-:3])=[O:2], predict the reactants needed to synthesize it. The reactants are: [N+:1]([C:4]1[CH:11]=[CH:10][C:7]([CH:8]=[O:9])=[CH:6][CH:5]=1)([O-:3])=[O:2].[P:12]([O-:19])([O:16][CH2:17][CH3:18])[O:13][CH2:14][CH3:15]. (3) Given the product [CH3:28][O:29][C:30]1[C:31](=[O:54])[C:32]([CH3:53])=[C:33]([CH2:39][C:40]2[CH:41]=[CH:42][C:43]([O:49][C:50](=[O:52])[CH3:51])=[C:44]([CH:48]=2)[C:45]([NH:7][C:6]2[CH:8]=[CH:9][C:3]([C:2]([F:10])([F:11])[F:1])=[CH:4][CH:5]=2)=[O:46])[C:34](=[O:38])[C:35]=1[O:36][CH3:37], predict the reactants needed to synthesize it. The reactants are: [F:1][C:2]([F:11])([F:10])[C:3]1[CH:9]=[CH:8][C:6]([NH2:7])=[CH:5][CH:4]=1.C(N(CC)CC)C.[Cl-].ClC1N(C)CC[NH+]1C.[CH3:28][O:29][C:30]1[C:31](=[O:54])[C:32]([CH3:53])=[C:33]([CH2:39][C:40]2[CH:41]=[CH:42][C:43]([O:49][C:50](=[O:52])[CH3:51])=[C:44]([CH:48]=2)[C:45](O)=[O:46])[C:34](=[O:38])[C:35]=1[O:36][CH3:37].